Dataset: NCI-60 drug combinations with 297,098 pairs across 59 cell lines. Task: Regression. Given two drug SMILES strings and cell line genomic features, predict the synergy score measuring deviation from expected non-interaction effect. (1) Drug 1: COC1=CC(=CC(=C1O)OC)C2C3C(COC3=O)C(C4=CC5=C(C=C24)OCO5)OC6C(C(C7C(O6)COC(O7)C8=CC=CS8)O)O. Drug 2: CN1C(=O)N2C=NC(=C2N=N1)C(=O)N. Cell line: NCIH23. Synergy scores: CSS=54.3, Synergy_ZIP=-2.81, Synergy_Bliss=-1.10, Synergy_Loewe=-56.0, Synergy_HSA=-2.41. (2) Drug 1: CC1C(C(CC(O1)OC2CC(OC(C2O)C)OC3=CC4=CC5=C(C(=O)C(C(C5)C(C(=O)C(C(C)O)O)OC)OC6CC(C(C(O6)C)O)OC7CC(C(C(O7)C)O)OC8CC(C(C(O8)C)O)(C)O)C(=C4C(=C3C)O)O)O)O. Drug 2: C(CN)CNCCSP(=O)(O)O. Cell line: SN12C. Synergy scores: CSS=39.7, Synergy_ZIP=1.73, Synergy_Bliss=1.58, Synergy_Loewe=-55.7, Synergy_HSA=1.52.